Dataset: Reaction yield outcomes from USPTO patents with 853,638 reactions. Task: Predict the reaction yield, written as a fraction of the theoretical maximum amount of product (1.0 means a 100% yield; for example, 0.34 means a 34% yield). (1) The reactants are [NH2:1][N:2]1[C:10]2[C:5](=[CH:6][C:7]([C:13]([N:15]3[CH2:20][CH2:19][CH:18]([CH2:21][C:22]4[CH:27]=[CH:26][C:25]([F:28])=[CH:24][CH:23]=4)[CH2:17][CH2:16]3)=[O:14])=[C:8]([O:11][CH3:12])[CH:9]=2)[C:4]([C:29](=[O:35])[C:30]([N:32]([CH3:34])[CH3:33])=[O:31])=[CH:3]1.N1C=CC=CC=1.[C:42](Cl)(=[O:44])[CH3:43]. The catalyst is C1COCC1. The product is [C:42]([NH:1][N:2]1[C:10]2[C:5](=[CH:6][C:7]([C:13]([N:15]3[CH2:16][CH2:17][CH:18]([CH2:21][C:22]4[CH:27]=[CH:26][C:25]([F:28])=[CH:24][CH:23]=4)[CH2:19][CH2:20]3)=[O:14])=[C:8]([O:11][CH3:12])[CH:9]=2)[C:4]([C:29](=[O:35])[C:30]([N:32]([CH3:33])[CH3:34])=[O:31])=[CH:3]1)(=[O:44])[CH3:43]. The yield is 0.280. (2) The reactants are [CH3:1][O:2][C:3]1[CH:4]=[C:5]([CH:13]=[CH:14][CH:15]=1)[NH:6][C:7](=[O:12])[C:8]([CH3:11])([CH3:10])[CH3:9].CN(C)[CH:18]=[O:19]. The catalyst is C1COCC1.CCCCCC. The product is [CH:18]([C:4]1[C:3]([O:2][CH3:1])=[CH:15][CH:14]=[CH:13][C:5]=1[NH:6][C:7](=[O:12])[C:8]([CH3:11])([CH3:10])[CH3:9])=[O:19]. The yield is 0.650. (3) The reactants are [OH-:1].[Na+].C(O[CH2:12][CH2:13][C:14]1[S:15][C:16]([C:26]2[CH:31]=[CH:30][N:29]=[C:28]([NH:32][C:33](=[O:36])[CH2:34][CH3:35])[CH:27]=2)=[C:17]([C:19]2[CH:24]=[CH:23][CH:22]=[C:21]([CH3:25])[CH:20]=2)[N:18]=1)(=O)C1C=CC=CC=1. The catalyst is CO.O1CCCC1. The product is [OH:1][CH:13]([C:14]1[S:15][C:16]([C:26]2[CH:31]=[CH:30][N:29]=[C:28]([NH:32][C:33](=[O:36])[CH2:34][CH3:35])[CH:27]=2)=[C:17]([C:19]2[CH:24]=[CH:23][CH:22]=[C:21]([CH3:25])[CH:20]=2)[N:18]=1)[CH3:12]. The yield is 0.890. (4) The reactants are [NH2:1][C:2]1[S:6][N:5]=[C:4]([CH3:7])[C:3]=1[C:8]([NH:10][C:11]1[CH:16]=[CH:15][C:14]([F:17])=[C:13]([F:18])[CH:12]=1)=[O:9].[Cl:19][C:20]1[CH:25]=[N:24][CH:23]=[C:22](Cl)[N:21]=1.C(=O)([O-])[O-].[Cs+].[Cs+].CC1(C)C2C(=C(P(C3C=CC=CC=3)C3C=CC=CC=3)C=CC=2)OC2C(P(C3C=CC=CC=3)C3C=CC=CC=3)=CC=CC1=2. The catalyst is O1CCOCC1.CN(C=O)C.C([O-])(=O)C.[Pd+2].C([O-])(=O)C. The product is [Cl:19][C:20]1[N:21]=[C:22]([NH:1][C:2]2[S:6][N:5]=[C:4]([CH3:7])[C:3]=2[C:8]([NH:10][C:11]2[CH:16]=[CH:15][C:14]([F:17])=[C:13]([F:18])[CH:12]=2)=[O:9])[CH:23]=[N:24][CH:25]=1. The yield is 0.310. (5) The reactants are [CH2:1]([C@@H:8]1[CH2:12][O:11][C:10](=[O:13])[N:9]1[C:14](=[O:19])[CH2:15][CH2:16][CH:17]=[CH2:18])[C:2]1[CH:7]=[CH:6][CH:5]=[CH:4][CH:3]=1.[Li+].C[Si]([N-][Si](C)(C)C)(C)C.Br[CH2:31][C:32]1[C:37]([Cl:38])=[CH:36][C:35]([O:39][CH2:40][C:41]2[CH:46]=[CH:45][CH:44]=[CH:43][CH:42]=2)=[CH:34][C:33]=1[Cl:47]. The catalyst is C1COCC1. The product is [CH2:1]([C@@H:8]1[CH2:12][O:11][C:10](=[O:13])[N:9]1[C:14](=[O:19])[C@H:15]([CH2:31][C:32]1[C:33]([Cl:47])=[CH:34][C:35]([O:39][CH2:40][C:41]2[CH:42]=[CH:43][CH:44]=[CH:45][CH:46]=2)=[CH:36][C:37]=1[Cl:38])[CH2:16][CH:17]=[CH2:18])[C:2]1[CH:3]=[CH:4][CH:5]=[CH:6][CH:7]=1. The yield is 0.860. (6) The reactants are I[C:2]1[C:10]2[C:5](=[N:6][CH:7]=[N:8][C:9]=2[NH2:11])[N:4]([CH:12]([CH3:14])[CH3:13])[N:3]=1.[CH3:15][NH:16][C:17]1[S:18][C:19]2[CH:25]=[C:24](B3OC(C)(C)C(C)(C)O3)[CH:23]=[CH:22][C:20]=2[N:21]=1.C1(P(C2C=CC=CC=2)C2C=CC=CC=2)C=CC=CC=1.C([O-])([O-])=O.[Na+].[Na+]. The catalyst is CN(C=O)C.CCO.O.CC([O-])=O.CC([O-])=O.[Pd+2]. The product is [CH:12]([N:4]1[C:5]2=[N:6][CH:7]=[N:8][C:9]([NH2:11])=[C:10]2[C:2]([C:24]2[CH:23]=[CH:22][C:20]3[N:21]=[C:17]([NH:16][CH3:15])[S:18][C:19]=3[CH:25]=2)=[N:3]1)([CH3:14])[CH3:13]. The yield is 0.341. (7) The catalyst is C1COCC1.C(O)C. The reactants are C[O:2][C:3]([C:5]1([C:8]2[CH:13]=[CH:12][C:11]([C:14]3[CH:19]=[CH:18][C:17]([C:20]4[CH:21]=[N:22][N:23]([CH3:36])[C:24]=4[NH:25][C:26]([NH:28][CH2:29][C:30]4[CH:35]=[CH:34][CH:33]=[CH:32][CH:31]=4)=[O:27])=[CH:16][CH:15]=3)=[CH:10][CH:9]=2)[CH2:7][CH2:6]1)=[O:4].[OH-].[Na+]. The product is [CH2:29]([NH:28][C:26](=[O:27])[NH:25][C:24]1[N:23]([CH3:36])[N:22]=[CH:21][C:20]=1[C:17]1[CH:18]=[CH:19][C:14]([C:11]2[CH:10]=[CH:9][C:8]([C:5]3([C:3]([OH:4])=[O:2])[CH2:7][CH2:6]3)=[CH:13][CH:12]=2)=[CH:15][CH:16]=1)[C:30]1[CH:35]=[CH:34][CH:33]=[CH:32][CH:31]=1. The yield is 0.570. (8) The reactants are Cl[C:2]1[N:7]=[C:6]([N:8]2[CH2:11][CH:10]([O:12][C:13]3[CH:18]=[CH:17][C:16]([Cl:19])=[CH:15][C:14]=3[Cl:20])[CH2:9]2)[CH:5]=[CH:4][N:3]=1.[NH2:21][C:22]1[CH:31]=[CH:30][C:25]([C:26]([NH:28][CH3:29])=[O:27])=[CH:24][CH:23]=1.C(=O)([O-])[O-].[Cs+].[Cs+]. The catalyst is CC(N(C)C)=O. The product is [Cl:20][C:14]1[CH:15]=[C:16]([Cl:19])[CH:17]=[CH:18][C:13]=1[O:12][CH:10]1[CH2:11][N:8]([C:6]2[CH:5]=[CH:4][N:3]=[C:2]([NH:21][C:22]3[CH:23]=[CH:24][C:25]([C:26]([NH:28][CH3:29])=[O:27])=[CH:30][CH:31]=3)[N:7]=2)[CH2:9]1. The yield is 0.290. (9) The reactants are [C:1]([C:5]1[CH:6]=[C:7]2[C:11](=[CH:12][CH:13]=1)[CH:10]([NH2:14])[CH2:9][CH2:8]2)([CH3:4])([CH3:3])[CH3:2].C(N[C@@H](C(O)=O)CC(C)C)(=O)C.[OH-].[Na+]. The catalyst is CO. The product is [C:1]([C:5]1[CH:6]=[C:7]2[C:11](=[CH:12][CH:13]=1)[C@H:10]([NH2:14])[CH2:9][CH2:8]2)([CH3:4])([CH3:2])[CH3:3]. The yield is 0.290.